This data is from Catalyst prediction with 721,799 reactions and 888 catalyst types from USPTO. The task is: Predict which catalyst facilitates the given reaction. (1) Reactant: [CH2:1]([N:8]1[C:12]2[C:13](=[O:35])[N:14]([CH3:34])[C:15]([CH:24]([O:29][C:30]([CH3:33])([CH3:32])[CH3:31])[C:25]([O:27][CH3:28])=[O:26])=[C:16]([C:17]3[CH:22]=[CH:21][C:20]([Cl:23])=[CH:19][CH:18]=3)[C:11]=2[CH:10]=[CH:9]1)[C:2]1[CH:7]=[CH:6][CH:5]=[CH:4][CH:3]=1.C1C(=O)N([Br:43])C(=O)C1.O. Product: [CH2:1]([N:8]1[C:12]2[C:13](=[O:35])[N:14]([CH3:34])[C:15]([CH:24]([O:29][C:30]([CH3:32])([CH3:31])[CH3:33])[C:25]([O:27][CH3:28])=[O:26])=[C:16]([C:17]3[CH:22]=[CH:21][C:20]([Cl:23])=[CH:19][CH:18]=3)[C:11]=2[C:10]([Br:43])=[CH:9]1)[C:2]1[CH:3]=[CH:4][CH:5]=[CH:6][CH:7]=1. The catalyst class is: 9. (2) Reactant: [CH2:1]([C:6]1([CH:13]=[O:14])[CH2:11][CH:10]2[CH2:12][CH:7]1[CH:8]=[CH:9]2)[CH2:2][CH2:3][CH2:4][CH3:5].[Cl-].[Al+3].[Cl-].[Cl-]. Product: [CH2:1]([CH:6]1[CH2:11][CH:10]2[CH2:9][CH:8]([CH:7]=[CH:12]2)[C:13]1=[O:14])[CH2:2][CH2:3][CH2:4][CH3:5]. The catalyst class is: 2. (3) Reactant: [F-].[K+].[Cl:3]N1C(=O)CCC1=O.[Cl:11][C:12]1[C:17](/[C:18](/[Br:25])=[C:19](\[Br:24])/[Si](C)(C)C)=[C:16]([N:26]2[CH2:30][CH2:29][CH2:28][CH:27]2[CH3:31])[N:15]=[C:14]([C:32]#[N:33])[N:13]=1. Product: [Cl:11][C:12]1[C:17](/[C:18](/[Br:25])=[C:19](/[Cl:3])\[Br:24])=[C:16]([N:26]2[CH2:30][CH2:29][CH2:28][CH:27]2[CH3:31])[N:15]=[C:14]([C:32]#[N:33])[N:13]=1. The catalyst class is: 26. (4) Product: [N:1]([C@H:4]1[C@H:8]([F:23])[CH2:7][N:6]([C:10]([O:12][C:13]([CH3:16])([CH3:15])[CH3:14])=[O:11])[CH2:5]1)=[N+:2]=[N-:3]. The catalyst class is: 2. Reactant: [N:1]([C@H:4]1[C@H:8](O)[CH2:7][N:6]([C:10]([O:12][C:13]([CH3:16])([CH3:15])[CH3:14])=[O:11])[CH2:5]1)=[N+:2]=[N-:3].CCN(S(F)(F)[F:23])CC.C([O-])([O-])=O.[Na+].[Na+].